This data is from Forward reaction prediction with 1.9M reactions from USPTO patents (1976-2016). The task is: Predict the product of the given reaction. (1) The product is: [F:25][C:21]1[CH:20]=[C:19]([C:6]2[C:5]3[C:9](=[CH:10][CH:11]=[C:3]([CH2:2][C:26]#[N:27])[CH:4]=3)[NH:8][N:7]=2)[CH:24]=[CH:23][CH:22]=1. Given the reactants Cl[CH2:2][C:3]1[CH:4]=[C:5]2[C:9](=[CH:10][CH:11]=1)[N:8](C(OC(C)(C)C)=O)[N:7]=[C:6]2[C:19]1[CH:24]=[CH:23][CH:22]=[C:21]([F:25])[CH:20]=1.[C-:26]#[N:27].[Na+].C(OCC)(=O)C, predict the reaction product. (2) Given the reactants [CH3:1][O:2][C:3]1[CH:8]=[CH:7][C:6]([C:9]2(O)[C:13]3[C:14]([CH3:34])=[C:15]([N:20]4[CH2:25][CH2:24][N:23]([C:26]5[CH:31]=[CH:30][C:29]([O:32][CH3:33])=[CH:28][CH:27]=5)[CH2:22][CH2:21]4)[C:16]([CH3:19])=[C:17]([CH3:18])[C:12]=3[O:11][C:10]2([CH3:36])[CH3:35])=[CH:5][CH:4]=1, predict the reaction product. The product is: [CH3:33][O:32][C:29]1[CH:30]=[CH:31][C:26]([N:23]2[CH2:22][CH2:21][N:20]([C:15]3[C:16]([CH3:19])=[C:17]([CH3:18])[C:12]4[O:11][C:10]([CH3:36])([CH3:35])[CH:9]([C:6]5[CH:5]=[CH:4][C:3]([O:2][CH3:1])=[CH:8][CH:7]=5)[C:13]=4[C:14]=3[CH3:34])[CH2:25][CH2:24]2)=[CH:27][CH:28]=1. (3) Given the reactants [Na].N.[C:3]([O:7][C:8](=[O:33])[N:9]([CH3:32])[C:10]12[CH2:15][CH:14]1[CH2:13][N:12](S(C1C=CC(C)=CC=1)(=O)=O)[CH:11]2[C:26]1[CH:31]=[CH:30][CH:29]=[CH:28][CH:27]=1)([CH3:6])([CH3:5])[CH3:4].[Cl-].[NH4+], predict the reaction product. The product is: [C:3]([O:7][C:8](=[O:33])[N:9]([CH3:32])[C:10]12[CH2:15][CH:14]1[CH2:13][NH:12][CH:11]2[C:26]1[CH:27]=[CH:28][CH:29]=[CH:30][CH:31]=1)([CH3:6])([CH3:5])[CH3:4]. (4) Given the reactants [CH3:1][S:2][CH2:3][C:4]([OH:6])=O.C1CN([P+](ON2N=NC3C=CC=CC2=3)(N2CCCC2)N2CCCC2)CC1.F[P-](F)(F)(F)(F)F.CCN(C(C)C)C(C)C.[Cl:49][C:50]1[CH:51]=[C:52]([C:57]2([C:70]([F:73])([F:72])[F:71])[O:61][N:60]=[C:59]([C:62]3[S:66][C:65]([CH2:67][NH2:68])=[C:64]([CH3:69])[CH:63]=3)[CH2:58]2)[CH:53]=[C:54]([Cl:56])[CH:55]=1, predict the reaction product. The product is: [Cl:49][C:50]1[CH:51]=[C:52]([C:57]2([C:70]([F:71])([F:73])[F:72])[O:61][N:60]=[C:59]([C:62]3[S:66][C:65]([CH2:67][NH:68][C:4](=[O:6])[CH2:3][S:2][CH3:1])=[C:64]([CH3:69])[CH:63]=3)[CH2:58]2)[CH:53]=[C:54]([Cl:56])[CH:55]=1. (5) Given the reactants [CH2:1]1[CH2:6][CH:5]([CH:7]([C:14]([OH:16])=[O:15])[C:8]2[CH:13]=[CH:12][CH:11]=[CH:10][CH:9]=2)[NH:4][CH2:3][CH2:2]1.CO.[ClH:19].[CH:20](OC)(OC)OC, predict the reaction product. The product is: [CH3:20][O:15][C:14]([C@@H:7]([C:8]1[CH:9]=[CH:10][CH:11]=[CH:12][CH:13]=1)[C@H:5]1[NH:4][CH2:3][CH2:2][CH2:1][CH2:6]1)=[O:16].[ClH:19]. (6) Given the reactants [C:1]([O:5][C:6]([N:8]1[CH2:13][CH2:12][C@H:11]([C:14]2[CH:15]=[C:16]([C:20]3[CH:25]=[CH:24][CH:23]=[CH:22][CH:21]=3)[CH:17]=[CH:18][CH:19]=2)[C@@H:10]([OH:26])[CH2:9]1)=[O:7])([CH3:4])([CH3:3])[CH3:2].[H-].[Na+].Br[CH2:30][C:31]1[CH:40]=[CH:39][C:38]2[C:33](=[CH:34][CH:35]=[CH:36][CH:37]=2)[CH:32]=1.O, predict the reaction product. The product is: [C:1]([O:5][C:6]([N:8]1[CH2:13][CH2:12][C@H:11]([C:14]2[CH:15]=[C:16]([C:20]3[CH:21]=[CH:22][CH:23]=[CH:24][CH:25]=3)[CH:17]=[CH:18][CH:19]=2)[C@@H:10]([O:26][CH2:30][C:31]2[CH:40]=[CH:39][C:38]3[C:33](=[CH:34][CH:35]=[CH:36][CH:37]=3)[CH:32]=2)[CH2:9]1)=[O:7])([CH3:4])([CH3:2])[CH3:3]. (7) Given the reactants [Cl:1][C:2]1[CH:10]=[CH:9][CH:8]=[CH:7][C:3]=1[C:4](Cl)=[O:5].[NH2:11][C:12]1[C:13](=[O:23])[O:14][C:15]2[CH:21]=[C:20]([OH:22])[CH:19]=[CH:18][C:16]=2[CH:17]=1, predict the reaction product. The product is: [Cl:1][C:2]1[CH:10]=[CH:9][CH:8]=[CH:7][C:3]=1[C:4]([NH:11][C:12]1[C:13](=[O:23])[O:14][C:15]2[CH:21]=[C:20]([OH:22])[CH:19]=[CH:18][C:16]=2[CH:17]=1)=[O:5]. (8) Given the reactants [CH:1]1([C:5]2[N:9]3[CH:10]=[CH:11][N:12]=[C:13]([NH2:14])[C:8]3=[C:7]([C:15]3[CH:20]=[CH:19][C:18]([O:21][C:22]4[CH:27]=[CH:26][CH:25]=[C:24]([N+:28]([O-])=O)[CH:23]=4)=[CH:17][CH:16]=3)[N:6]=2)[CH2:4][CH2:3][CH2:2]1.CCO.Cl.C([O-])(O)=O.[Na+], predict the reaction product. The product is: [NH2:28][C:24]1[CH:23]=[C:22]([CH:27]=[CH:26][CH:25]=1)[O:21][C:18]1[CH:19]=[CH:20][C:15]([C:7]2[N:6]=[C:5]([CH:1]3[CH2:2][CH2:3][CH2:4]3)[N:9]3[CH:10]=[CH:11][N:12]=[C:13]([NH2:14])[C:8]=23)=[CH:16][CH:17]=1. (9) Given the reactants [CH2:1]([O:4][C:5]([C:7]1[CH:8]=[C:9]([CH2:13][O:14][CH2:15][C@@H:16]([C:18]([NH:20]C(OC(C)(C)C)=O)=[O:19])[NH2:17])[CH:10]=[CH:11][CH:12]=1)=[O:6])[CH:2]=[CH2:3].[ClH:28], predict the reaction product. The product is: [ClH:28].[CH2:1]([O:4][C:5]([C:7]1[CH:8]=[C:9]([CH2:13][O:14][CH2:15][C@@H:16]([C:18]([NH2:20])=[O:19])[NH2:17])[CH:10]=[CH:11][CH:12]=1)=[O:6])[CH:2]=[CH2:3].